Dataset: Full USPTO retrosynthesis dataset with 1.9M reactions from patents (1976-2016). Task: Predict the reactants needed to synthesize the given product. (1) Given the product [CH2:5]1[C:4]2[C:8](=[CH:9][CH:10]=[C:2]([NH2:1])[CH:3]=2)[CH:7]=[CH:6]1, predict the reactants needed to synthesize it. The reactants are: [NH2:1][C:2]1[CH:3]=[C:4]2[C:8](=[CH:9][CH:10]=1)[CH:7](O)[CH2:6][CH2:5]2.Cl. (2) Given the product [Cl:1][C:2]1[N:3]=[C:4]([C:32]2[C:31]3[C:35](=[CH:36][CH:37]=[C:29]([C:23]4[C:24]([F:28])=[CH:25][CH:26]=[CH:27][C:22]=4[F:21])[CH:30]=3)[N:34]([C:38]([O:40][C:41]([CH3:44])([CH3:43])[CH3:42])=[O:39])[CH:33]=2)[CH:5]=[N:6][CH:7]=1, predict the reactants needed to synthesize it. The reactants are: [Cl:1][C:2]1[CH:7]=[N:6][CH:5]=[C:4]([Sn](CCCC)(CCCC)CCCC)[N:3]=1.[F:21][C:22]1[CH:27]=[CH:26][CH:25]=[C:24]([F:28])[C:23]=1[C:29]1[CH:30]=[C:31]2[C:35](=[CH:36][CH:37]=1)[N:34]([C:38]([O:40][C:41]([CH3:44])([CH3:43])[CH3:42])=[O:39])[CH:33]=[C:32]2I. (3) Given the product [CH3:23][O:22][C:15]1[CH:16]=[C:17]([O:20][CH3:21])[CH:18]=[CH:19][C:14]=1[CH2:13][NH:12][S:11]([CH2:10][C:6]1[CH:5]=[C:4]([CH:9]=[CH:8][CH:7]=1)[C:3]([OH:26])=[O:2])(=[O:25])=[O:24], predict the reactants needed to synthesize it. The reactants are: C[O:2][C:3](=[O:26])[C:4]1[CH:9]=[CH:8][CH:7]=[C:6]([CH2:10][S:11](=[O:25])(=[O:24])[NH:12][CH2:13][C:14]2[CH:19]=[CH:18][C:17]([O:20][CH3:21])=[CH:16][C:15]=2[O:22][CH3:23])[CH:5]=1.[OH-].[Na+]. (4) The reactants are: [F:1][C:2]1[CH:3]=[CH:4][C:5]2[N:9]=[C:8]([C@@H:10]([NH2:12])[CH3:11])[N:7]([C:13]3[CH:14]=[N:15][N:16]([CH3:18])[CH:17]=3)[C:6]=2[CH:19]=1.Cl[C:21]1[N:29]=[CH:28][N:27]=[C:26]2[C:22]=1[N:23]=[CH:24][N:25]2C1CCCCO1.CCN(C(C)C)C(C)C.Cl.O1CCOCC1. Given the product [F:1][C:2]1[CH:3]=[CH:4][C:5]2[N:9]=[C:8]([C@@H:10]([NH:12][C:21]3[N:29]=[CH:28][N:27]=[C:26]4[C:22]=3[N:23]=[CH:24][NH:25]4)[CH3:11])[N:7]([C:13]3[CH:14]=[N:15][N:16]([CH3:18])[CH:17]=3)[C:6]=2[CH:19]=1, predict the reactants needed to synthesize it. (5) Given the product [Cl:14][C:15]1[CH:20]=[C:19]([O:21][CH3:22])[CH:18]=[CH:17][C:16]=1[C:23]1[N:24]=[C:25]([N:29]([C:33]2[CH:38]=[C:37]([C:5]3[CH:6]=[CH:7][CH:8]=[CH:9][C:4]=3[CH3:13])[CH:36]=[CH:35][C:34]=2[O:40][CH3:41])[CH2:30][CH2:31][CH3:32])[S:26][C:27]=1[CH3:28], predict the reactants needed to synthesize it. The reactants are: [OH-].[Ba+2].[OH-].[C:4]1([CH3:13])[CH:9]=[CH:8][CH:7]=[CH:6][C:5]=1B(O)O.[Cl:14][C:15]1[CH:20]=[C:19]([O:21][CH3:22])[CH:18]=[CH:17][C:16]=1[C:23]1[N:24]=[C:25]([N:29]([C:33]2[CH:38]=[C:37](Br)[CH:36]=[CH:35][C:34]=2[O:40][CH3:41])[CH2:30][CH2:31][CH3:32])[S:26][C:27]=1[CH3:28].